Task: Predict the reactants needed to synthesize the given product.. Dataset: Full USPTO retrosynthesis dataset with 1.9M reactions from patents (1976-2016) (1) Given the product [C:19]([O:23][C:24]([N:26]1[CH2:27][CH:28]=[C:29]([C:2]2[CH:3]=[C:4]([NH:8][C:9]3[CH:18]=[C:17]4[C:12]([CH:13]=[CH:14][CH:15]=[N:16]4)=[CH:11][CH:10]=3)[N:5]=[CH:6][N:7]=2)[CH2:30][CH2:31]1)=[O:25])([CH3:22])([CH3:20])[CH3:21], predict the reactants needed to synthesize it. The reactants are: I[C:2]1[N:7]=[CH:6][N:5]=[C:4]([NH:8][C:9]2[CH:18]=[C:17]3[C:12]([CH:13]=[CH:14][CH:15]=[N:16]3)=[CH:11][CH:10]=2)[CH:3]=1.[C:19]([O:23][C:24]([N:26]1[CH2:31][CH:30]=[C:29](B2OC(C)(C)C(C)(C)O2)[CH2:28][CH2:27]1)=[O:25])([CH3:22])([CH3:21])[CH3:20]. (2) Given the product [CH2:1]([CH:5]([CH2:11][C:12]1[CH:17]=[CH:16][C:15]([O:18][CH2:19][CH2:20][NH:21][C:22]([C:24]2[CH:29]=[CH:28][C:27]([C:30]3[CH:35]=[CH:34][CH:33]=[CH:32][C:31]=3[OH:36])=[CH:26][CH:25]=2)=[O:23])=[CH:14][CH:13]=1)[C:6]([O-:8])=[O:7])[CH2:2][CH2:3][CH3:4].[Na+:38], predict the reactants needed to synthesize it. The reactants are: [CH2:1]([CH:5]([CH2:11][C:12]1[CH:17]=[CH:16][C:15]([O:18][CH2:19][CH2:20][NH:21][C:22]([C:24]2[CH:29]=[CH:28][C:27]([C:30]3[CH:35]=[CH:34][CH:33]=[CH:32][C:31]=3[OH:36])=[CH:26][CH:25]=2)=[O:23])=[CH:14][CH:13]=1)[C:6]([O:8]CC)=[O:7])[CH2:2][CH2:3][CH3:4].[OH-].[Na+:38].[Na]. (3) Given the product [Br:1][C:2]1[N:7]=[C:6]([C:8]([CH3:12])([CH3:11])[C:9]([NH2:10])=[O:16])[CH:5]=[CH:4][CH:3]=1, predict the reactants needed to synthesize it. The reactants are: [Br:1][C:2]1[N:7]=[C:6]([C:8]([CH3:12])([CH3:11])[C:9]#[N:10])[CH:5]=[CH:4][CH:3]=1.OO.C(=O)([O-])[O-:16].[K+].[K+]. (4) Given the product [F:20][C:2]1([F:1])[CH2:3][CH:4]([C:17]2[O:19][N:27]=[C:24]([C:23]3[NH:29][CH:26]=[CH:21][CH:22]=3)[N:25]=2)[CH2:5][N:6]([C:8]([C:9]2[CH:10]=[CH:11][C:12]([F:15])=[CH:13][CH:14]=2)=[O:16])[CH2:7]1, predict the reactants needed to synthesize it. The reactants are: [F:1][C:2]1([F:20])[CH2:7][N:6]([C:8](=[O:16])[C:9]2[CH:14]=[CH:13][C:12]([F:15])=[CH:11][CH:10]=2)[CH2:5][CH:4]([C:17]([OH:19])=O)[CH2:3]1.[CH:21]1[CH:26]=[N:25][C:24]2[N:27](O)N=[N:29][C:23]=2[CH:22]=1.CCN=C=NCCCN(C)C.Cl.ONC(C1NC=CC=1)=N. (5) Given the product [Cl:1][C:18]1[CH:23]=[CH:22][CH:21]=[CH:20][C:19]=1[C:34]1[CH:33]=[N:32][C:31]2[N:30]([N:12]=[CH:6][C:4]=2[C:36](=[O:39])[NH:12][C:6]2([C:4]([O:3][CH3:2])=[O:5])[CH2:7][CH2:8][CH2:9][CH2:10][CH2:11]2)[C:29]=1[C:28]1[CH:27]=[CH:10][C:9]([Cl:24])=[CH:8][CH:7]=1, predict the reactants needed to synthesize it. The reactants are: [ClH:1].[CH3:2][O:3][C:4]([C:6]1([NH2:12])[CH2:11][CH2:10][CH2:9][CH2:8][CH2:7]1)=[O:5].O.ON1[C:19]2[CH:20]=[CH:21][CH:22]=[CH:23][C:18]=2N=N1.[ClH:24].CN(C)[CH2:27][CH2:28][CH2:29][N:30]=[C:31]=[N:32][CH2:33][CH3:34].[C:36](=[O:39])([O-])O.[Na+]. (6) Given the product [Br:1][C:2]1[CH:7]=[CH:6][C:18]2[O:19][C:20]([CH3:22])([CH3:21])[O:23][C:24]=2[CH:3]=1, predict the reactants needed to synthesize it. The reactants are: [Br:1][C:2]1[CH:3]=C(OC)C(OC)=[CH:6][CH:7]=1.B(Br)(Br)Br.[OH-].[Na+].[CH3:18][O:19][C:20]([O:23][CH3:24])([CH3:22])[CH3:21].O=P12OP3(OP(OP(O3)(O1)=O)(=O)O2)=O.